From a dataset of Catalyst prediction with 721,799 reactions and 888 catalyst types from USPTO. Predict which catalyst facilitates the given reaction. The catalyst class is: 9. Reactant: [Cl:1][C:2]1[C:3](F)=[C:4]([CH:22]=[CH:23][CH:24]=1)[C:5]([N:7]1[CH2:12][CH2:11][N:10]([C:13]([O:15][C:16]([CH3:19])([CH3:18])[CH3:17])=[O:14])[CH2:9][CH:8]1[CH2:20][OH:21])=[O:6].[H-].[Na+]. Product: [Cl:1][C:2]1[C:3]2[O:21][CH2:20][CH:8]3[CH2:9][N:10]([C:13]([O:15][C:16]([CH3:19])([CH3:18])[CH3:17])=[O:14])[CH2:11][CH2:12][N:7]3[C:5](=[O:6])[C:4]=2[CH:22]=[CH:23][CH:24]=1.